From a dataset of Reaction yield outcomes from USPTO patents with 853,638 reactions. Predict the reaction yield, written as a fraction of the theoretical maximum amount of product (1.0 means a 100% yield; for example, 0.34 means a 34% yield). (1) The product is [Fe+3:41].[CH2:2]([N:4]([C:21]1[CH:26]=[CH:25][CH:24]=[CH:23][CH:22]=1)[C:5]([C:7]1[C:8](=[O:20])[N:9]([CH3:19])[C:10]2[C:15]([C:16]=1[OH:17])=[C:14]([Cl:18])[CH:13]=[CH:12][CH:11]=2)=[O:6])[CH3:3]. The reactants are [Na].[CH2:2]([N:4]([C:21]1[CH:26]=[CH:25][CH:24]=[CH:23][CH:22]=1)[C:5]([C:7]1[C:8](=[O:20])[N:9]([CH3:19])[C:10]2[C:15]([C:16]=1[OH:17])=[C:14]([Cl:18])[CH:13]=[CH:12][CH:11]=2)=[O:6])[CH3:3].C(Cl)(Cl)Cl.O.O.O.O.O.S([O-])([O-])(=O)=O.[Fe+3:41].S([O-])([O-])(=O)=O.S([O-])([O-])(=O)=O.[Fe+3].[OH-].[Na+]. The catalyst is O. The yield is 0.850. (2) The reactants are [ClH:1].[CH3:2][N:3]([CH3:26])[CH:4]1[CH2:9][CH2:8][N:7]([C:10](=[O:25])[CH2:11][CH2:12][C:13]2[N:14]([CH2:18][C:19]([O:21][CH:22]([CH3:24])[CH3:23])=[O:20])[CH:15]=[CH:16][N:17]=2)[CH2:6][CH2:5]1. The catalyst is C(OCC)C. The product is [ClH:1].[CH3:26][N:3]([CH3:2])[CH:4]1[CH2:9][CH2:8][N:7]([C:10](=[O:25])[CH2:11][CH2:12][C:13]2[N:14]([CH2:18][C:19]([O:21][CH:22]([CH3:23])[CH3:24])=[O:20])[CH:15]=[CH:16][N:17]=2)[CH2:6][CH2:5]1. The yield is 0.540. (3) The product is [N+:28]([C:25]1[CH:26]=[CH:27][C:22]([O:7][CH:8]2[CH2:9][CH2:10][CH:11]([C:14]([O:16][C:17]([CH3:20])([CH3:19])[CH3:18])=[O:15])[CH2:12][CH2:13]2)=[N:23][CH:24]=1)([O-:30])=[O:29]. The yield is 0.380. The catalyst is C1COCC1. The reactants are CC(C)([O-])C.[K+].[OH:7][CH:8]1[CH2:13][CH2:12][CH:11]([C:14]([O:16][C:17]([CH3:20])([CH3:19])[CH3:18])=[O:15])[CH2:10][CH2:9]1.F[C:22]1[CH:27]=[CH:26][C:25]([N+:28]([O-:30])=[O:29])=[CH:24][N:23]=1. (4) The reactants are [NH2:1][C:2]1[CH:7]=[C:6]([O:8][C:9]2[CH:10]=[CH:11][C:12]([NH:15][C:16]([NH:18][C:19](=[O:24])[C:20]([CH3:23])([CH3:22])[CH3:21])=[O:17])=[N:13][CH:14]=2)[CH:5]=[CH:4][N:3]=1.Cl[C:26]([O:28][C:29]([CH3:31])=[CH2:30])=[O:27].O. The catalyst is N1C=CC=CC=1. The product is [C:19]([NH:18][C:16](=[O:17])[NH:15][C:12]1[N:13]=[CH:14][C:9]([O:8][C:6]2[CH:5]=[CH:4][N:3]=[C:2]([NH:1][C:26](=[O:27])[O:28][C:29]([CH3:31])=[CH2:30])[CH:7]=2)=[CH:10][CH:11]=1)(=[O:24])[C:20]([CH3:21])([CH3:23])[CH3:22]. The yield is 0.540.